Task: Regression. Given two drug SMILES strings and cell line genomic features, predict the synergy score measuring deviation from expected non-interaction effect.. Dataset: NCI-60 drug combinations with 297,098 pairs across 59 cell lines (1) Drug 2: CC1CCCC2(C(O2)CC(NC(=O)CC(C(C(=O)C(C1O)C)(C)C)O)C(=CC3=CSC(=N3)C)C)C. Cell line: CCRF-CEM. Synergy scores: CSS=18.5, Synergy_ZIP=-0.200, Synergy_Bliss=-1.77, Synergy_Loewe=-3.35, Synergy_HSA=-4.15. Drug 1: CCC1=CC2CC(C3=C(CN(C2)C1)C4=CC=CC=C4N3)(C5=C(C=C6C(=C5)C78CCN9C7C(C=CC9)(C(C(C8N6C)(C(=O)OC)O)OC(=O)C)CC)OC)C(=O)OC.C(C(C(=O)O)O)(C(=O)O)O. (2) Drug 1: CC12CCC3C(C1CCC2=O)CC(=C)C4=CC(=O)C=CC34C. Drug 2: CC1=C(C=C(C=C1)C(=O)NC2=CC(=CC(=C2)C(F)(F)F)N3C=C(N=C3)C)NC4=NC=CC(=N4)C5=CN=CC=C5. Cell line: CAKI-1. Synergy scores: CSS=7.72, Synergy_ZIP=-3.52, Synergy_Bliss=-6.39, Synergy_Loewe=-5.08, Synergy_HSA=-4.71.